Dataset: Full USPTO retrosynthesis dataset with 1.9M reactions from patents (1976-2016). Task: Predict the reactants needed to synthesize the given product. (1) Given the product [NH2:1][C:2]1[N:10]=[CH:9][N:8]=[C:7]2[C:3]=1[N:4]=[CH:5][N:6]2[C@H:11]1[C@@H:15]2[O:16][C:17]([CH3:19])([CH3:20])[O:18][C@@H:14]2[C@@H:13]([CH2:21][N:22]([CH3:27])[CH2:23][CH2:24][CH2:25][NH:26][C:29]([NH:28][C:31]2[CH:36]=[CH:35][C:34]([CH:37]([CH3:39])[CH3:38])=[CH:33][CH:32]=2)=[O:30])[O:12]1, predict the reactants needed to synthesize it. The reactants are: [NH2:1][C:2]1[N:10]=[CH:9][N:8]=[C:7]2[C:3]=1[N:4]=[CH:5][N:6]2[C@H:11]1[C@@H:15]2[O:16][C:17]([CH3:20])([CH3:19])[O:18][C@@H:14]2[C@@H:13]([CH2:21][N:22]([CH3:27])[CH2:23][CH2:24][CH2:25][NH2:26])[O:12]1.[N:28]([C:31]1[CH:36]=[CH:35][C:34]([CH:37]([CH3:39])[CH3:38])=[CH:33][CH:32]=1)=[C:29]=[O:30]. (2) Given the product [CH3:1][C:2]1[N:7]=[C:6]2[S:8][C:9]3[CH2:14][CH2:13][CH2:12][CH2:11][C:10]=3[C:5]2=[C:4]([C:15]2[CH:20]=[CH:19][CH:18]=[CH:17][C:16]=2[F:21])[C:3]=1[CH:22]([CH2:38][CH2:37][CH3:41])[C:23]([O:25][CH3:26])=[O:24], predict the reactants needed to synthesize it. The reactants are: [CH3:1][C:2]1[N:7]=[C:6]2[S:8][C:9]3[CH2:14][CH2:13][CH2:12][CH2:11][C:10]=3[C:5]2=[C:4]([C:15]2[CH:20]=[CH:19][CH:18]=[CH:17][C:16]=2[F:21])[C:3]=1[CH2:22][C:23]([O:25][CH3:26])=[O:24].[Li+].C[Si]([N-][Si](C)(C)C)(C)C.[CH2:37]1[CH2:41]OC[CH2:38]1.ICCC.